Dataset: Forward reaction prediction with 1.9M reactions from USPTO patents (1976-2016). Task: Predict the product of the given reaction. (1) Given the reactants [CH3:1][C:2]1[N:6]=[C:5]([CH3:7])[N:4]([C:8]2[N:13]=[C:12]([CH3:14])[N:11]=[C:10]([C@@H:15]3[CH2:17][C@H:16]3[C:18]3[N:19]=[C:20]4[CH:25]=[CH:24][CH:23]=[CH:22][N:21]4[C:26]=3I)[CH:9]=2)[N:3]=1.[F-].[Cs+].[CH2:30]([Sn](CCCC)(CCCC)C=C)[CH2:31]CC, predict the reaction product. The product is: [CH3:1][C:2]1[N:6]=[C:5]([CH3:7])[N:4]([C:8]2[N:13]=[C:12]([CH3:14])[N:11]=[C:10]([C@@H:15]3[CH2:17][C@H:16]3[C:18]3[N:19]=[C:20]4[CH:25]=[CH:24][CH:23]=[CH:22][N:21]4[C:26]=3[CH:30]=[CH2:31])[CH:9]=2)[N:3]=1. (2) The product is: [C:15]1([C:21]([C:22]2[CH:23]=[CH:24][CH:25]=[CH:26][CH:27]=2)([C:28]2[CH:29]=[CH:30][CH:31]=[CH:32][CH:33]=2)[N:1]2[CH:5]=[C:4]([CH:6]=[O:7])[N:3]=[CH:2]2)[CH:16]=[CH:17][CH:18]=[CH:19][CH:20]=1. Given the reactants [NH:1]1[CH:5]=[C:4]([CH:6]=[O:7])[N:3]=[CH:2]1.C(N(CC)CC)C.[C:15]1([C:21](Cl)([C:28]2[CH:33]=[CH:32][CH:31]=[CH:30][CH:29]=2)[C:22]2[CH:27]=[CH:26][CH:25]=[CH:24][CH:23]=2)[CH:20]=[CH:19][CH:18]=[CH:17][CH:16]=1, predict the reaction product. (3) Given the reactants [C:1]([O:5][C:6](=[O:20])[N:7]([CH2:17][CH2:18][OH:19])[CH2:8][C@@H:9](O)[C:10]1[CH:15]=[CH:14][CH:13]=[CH:12][CH:11]=1)([CH3:4])([CH3:3])[CH3:2].C1(P(C2C=CC=CC=2)C2C=CC=CC=2)C=CC=CC=1.CCOC(/N=N/C(OCC)=O)=O, predict the reaction product. The product is: [C:1]([O:5][C:6]([N:7]1[CH2:17][CH2:18][O:19][C@@H:9]([C:10]2[CH:15]=[CH:14][CH:13]=[CH:12][CH:11]=2)[CH2:8]1)=[O:20])([CH3:4])([CH3:3])[CH3:2]. (4) Given the reactants [C:1]([C:5]1[C:10](Br)=[C:9]([CH:12]=[O:13])[CH:8]=[CH:7][N:6]=1)([CH3:4])([CH3:3])[CH3:2].[CH3:14][Si](C#C)(C)C.[CH:20]1C=N[CH:23]=[C:22]([C:26](O)=O)[CH:21]=1, predict the reaction product. The product is: [C:1]([C:5]1[C:10]([C:20]#[C:21][C:22]([CH3:26])([CH3:14])[CH3:23])=[C:9]([CH:12]=[O:13])[CH:8]=[CH:7][N:6]=1)([CH3:4])([CH3:3])[CH3:2]. (5) Given the reactants [H-].[Na+].[CH3:3][C:4]1[CH:5]=[CH:6][CH:7]=[C:8]2[C:12]=1N[C:10](=O)[CH2:9]2.IC.[CH3:16][N:17]([CH:19]=[O:20])[CH3:18], predict the reaction product. The product is: [CH3:16][N:17]1[C:18]2[C:5](=[CH:6][CH:7]=[CH:8][C:9]=2[CH3:10])[C:4]([CH3:12])([CH3:3])[C:19]1=[O:20]. (6) Given the reactants [Br:1][C:2]1[CH:7]=[CH:6][C:5]([NH:8][C:9]([C:11]2[N:12](COCC[Si](C)(C)C)[CH:13]=[C:14]([C:16]#[N:17])[N:15]=2)=[O:10])=[C:4]([C:26]2[CH2:31][CH2:30][CH2:29][CH2:28][CH:27]=2)[CH:3]=1.CCO.C(O)(C(F)(F)F)=O.C(O)CC, predict the reaction product. The product is: [Br:1][C:2]1[CH:7]=[CH:6][C:5]([NH:8][C:9]([C:11]2[NH:12][CH:13]=[C:14]([C:16]#[N:17])[N:15]=2)=[O:10])=[C:4]([C:26]2[CH2:31][CH2:30][CH2:29][CH2:28][CH:27]=2)[CH:3]=1. (7) Given the reactants [NH:1]1[C:9]2[C:4](=[CH:5][CH:6]=[CH:7][N:8]=2)[CH:3]=[CH:2]1.ClC1C=C(C=CC=1)C(OO)=[O:15], predict the reaction product. The product is: [N+:1]1([O-:15])[CH:2]=[CH:3][C:4]2[C:9]=1[NH:8][CH:7]=[CH:6][CH:5]=2.